Dataset: Forward reaction prediction with 1.9M reactions from USPTO patents (1976-2016). Task: Predict the product of the given reaction. Given the reactants C([O:8][C:9](=[O:45])[CH2:10][NH:11][C:12](=[O:44])[C@@H:13]1[CH2:17][C@H:16]([CH3:18])[CH2:15][N:14]1[C:19](=[O:43])[C@@H:20]1[CH2:24][C@@H:23]([CH3:25])[CH2:22][N:21]1[C:26]([O:28][CH2:29][CH:30]1[C:42]2[CH:41]=[CH:40][CH:39]=[CH:38][C:37]=2[C:36]2[C:31]1=[CH:32][CH:33]=[CH:34][CH:35]=2)=[O:27])C1C=CC=CC=1, predict the reaction product. The product is: [CH:41]1[C:42]2[CH:30]([CH2:29][O:28][C:26]([N:21]3[CH2:22][C@H:23]([CH3:25])[CH2:24][C@H:20]3[C:19]([N:14]3[CH2:15][C@@H:16]([CH3:18])[CH2:17][C@H:13]3[C:12]([NH:11][CH2:10][C:9]([OH:45])=[O:8])=[O:44])=[O:43])=[O:27])[C:31]3[C:36](=[CH:35][CH:34]=[CH:33][CH:32]=3)[C:37]=2[CH:38]=[CH:39][CH:40]=1.